From a dataset of Reaction yield outcomes from USPTO patents with 853,638 reactions. Predict the reaction yield, written as a fraction of the theoretical maximum amount of product (1.0 means a 100% yield; for example, 0.34 means a 34% yield). (1) The reactants are [Cl:1][C:2]1[N:10]=[CH:9][N:8]=[C:7]2[C:3]=1[N:4]=[CH:5][N:6]2[C@H:11]1[CH2:15][C@H:14]([OH:16])[C@@H:13]([CH2:17][OH:18])[CH2:12]1.[Si:19](Cl)([C:22]([CH3:25])([CH3:24])[CH3:23])([CH3:21])[CH3:20].N1C=CN=C1. The catalyst is CN(C=O)C. The product is [Si:19]([O:18][CH2:17][C@H:13]1[CH2:12][C@@H:11]([N:6]2[CH:5]=[N:4][C:3]3[C:7]2=[N:8][CH:9]=[N:10][C:2]=3[Cl:1])[CH2:15][C@@H:14]1[OH:16])([C:22]([CH3:25])([CH3:24])[CH3:23])([CH3:21])[CH3:20]. The yield is 0.650. (2) The reactants are [N+:1]([C:4]1[CH:30]=[CH:29][C:7]([CH2:8][CH:9]2[NH:26][CH2:25][C:24](=O)[NH:23][CH2:22][CH2:21][NH:20][CH2:19][CH2:18][NH:17][CH2:16][CH2:15][NH:14][CH2:13][CH2:12][NH:11][C:10]2=O)=[CH:6][CH:5]=1)([O-:3])=[O:2].CO. The product is [N+:1]([C:4]1[CH:30]=[CH:29][C:7]([CH2:8][CH:9]2[CH2:10][NH:11][CH2:12][CH2:13][NH:14][CH2:15][CH2:16][NH:17][CH2:18][CH2:19][NH:20][CH2:21][CH2:22][NH:23][CH2:24][CH2:25][NH:26]2)=[CH:6][CH:5]=1)([O-:3])=[O:2]. The catalyst is C1COCC1.O. The yield is 0.550.